From a dataset of Forward reaction prediction with 1.9M reactions from USPTO patents (1976-2016). Predict the product of the given reaction. (1) Given the reactants C(OP([CH2:9][C:10]([O:12][CH2:13][CH3:14])=[O:11])(OCC)=O)C.CC(C)([O-])C.[K+].[F:21][C:22]1[CH:27]=[CH:26][C:25]([C:28]2([CH:34]=O)[CH2:33][CH2:32][CH2:31][CH2:30][CH2:29]2)=[CH:24][CH:23]=1, predict the reaction product. The product is: [F:21][C:22]1[CH:27]=[CH:26][C:25]([C:28]2(/[CH:34]=[CH:9]/[C:10]([O:12][CH2:13][CH3:14])=[O:11])[CH2:33][CH2:32][CH2:31][CH2:30][CH2:29]2)=[CH:24][CH:23]=1. (2) Given the reactants Cl[C:2]1[N:7]=[CH:6][N:5]=[C:4]([NH:8][C:9]2[CH:10]=[N:11][N:12]([CH3:14])[CH:13]=2)[N:3]=1.[O:15]1[CH2:20][CH2:19][CH:18]([O:21][C:22]2[CH:29]=[CH:28][C:27](B3OC(C)(C)C(C)(C)O3)=[CH:26][C:23]=2[C:24]#[N:25])[CH2:17][CH2:16]1.C1(P(C2C=CC=CC=2)C2C=CC=CC=2)C=CC=CC=1.C(=O)([O-])[O-].[Na+].[Na+], predict the reaction product. The product is: [CH3:14][N:12]1[CH:13]=[C:9]([NH:8][C:4]2[N:5]=[CH:6][N:7]=[C:2]([C:27]3[CH:28]=[CH:29][C:22]([O:21][CH:18]4[CH2:19][CH2:20][O:15][CH2:16][CH2:17]4)=[C:23]([CH:26]=3)[C:24]#[N:25])[N:3]=2)[CH:10]=[N:11]1. (3) Given the reactants Cl[C:2]1[N:7]=[CH:6][N:5]=[C:4]([NH:8][C:9]2[CH:14]=[CH:13][C:12]([S:15]([CH3:18])(=[O:17])=[O:16])=[CH:11][CH:10]=2)[CH:3]=1.[C:19]([O:23][C:24]([N:26]1[CH2:31][CH2:30][CH:29]([CH2:32][NH:33][CH3:34])[CH2:28][CH2:27]1)=[O:25])([CH3:22])([CH3:21])[CH3:20].C([O-])([O-])=O.[K+].[K+], predict the reaction product. The product is: [C:19]([O:23][C:24]([N:26]1[CH2:31][CH2:30][CH:29]([CH2:32][N:33]([C:2]2[CH:3]=[C:4]([NH:8][C:9]3[CH:14]=[CH:13][C:12]([S:15]([CH3:18])(=[O:17])=[O:16])=[CH:11][CH:10]=3)[N:5]=[CH:6][N:7]=2)[CH3:34])[CH2:28][CH2:27]1)=[O:25])([CH3:22])([CH3:21])[CH3:20]. (4) Given the reactants [H-].[Na+].C(OP([CH2:11][C:12]1[CH:17]=[CH:16][CH:15]=[C:14]([N+:18]([O-])=O)[CH:13]=1)(=O)OCC)C.[Cl:21][C:22]1[C:32]2[CH2:31][CH2:30][C:29]3[CH:33]=[CH:34][CH:35]=[CH:36][C:28]=3[C:27](=O)[C:26]=2[CH:25]=[CH:24][CH:23]=1.Cl[Sn]Cl.[OH-].[Na+], predict the reaction product. The product is: [Cl:21][C:22]1[C:32]2[CH:31]=[CH:30][C:29]3[CH:33]=[CH:34][CH:35]=[CH:36][C:28]=3[C:27](=[CH:11][C:12]3[CH:13]=[C:14]([NH2:18])[CH:15]=[CH:16][CH:17]=3)[C:26]=2[CH:25]=[CH:24][CH:23]=1.